From a dataset of Reaction yield outcomes from USPTO patents with 853,638 reactions. Predict the reaction yield, written as a fraction of the theoretical maximum amount of product (1.0 means a 100% yield; for example, 0.34 means a 34% yield). (1) The yield is 0.880. No catalyst specified. The reactants are [F:8][C:7]([F:10])([F:9])[C:6](O[C:6](=[O:11])[C:7]([F:10])([F:9])[F:8])=[O:11].Cl.[CH3:15][O:16][CH:17]1[C:23]2C=CC=C[C:22]=2CCN[CH2:18]1.[N:28]1[CH:33]=[CH:32][CH:31]=[CH:30][CH:29]=1.Cl[CH2:35]Cl. The product is [F:10][C:7]([F:8])([F:9])[C:6]([N:28]1[CH2:33][CH2:32][C:31]2[CH:18]=[C:17]([O:16][CH3:15])[CH:23]=[CH:22][C:30]=2[CH2:29][CH2:35]1)=[O:11]. (2) The reactants are C([O:3][C:4]([C:6]1[N:7]([CH2:17][Si:18]([CH3:21])([CH3:20])[CH3:19])[N:8]=[N:9][C:10]=1[C:11]1[CH:16]=[CH:15][CH:14]=[CH:13][N:12]=1)=O)C.[H-].[Al+3].[Li+].[H-].[H-].[H-].O.[OH-].[Na+]. The catalyst is C1COCC1. The product is [N:12]1[CH:13]=[CH:14][CH:15]=[CH:16][C:11]=1[C:10]1[N:9]=[N:8][N:7]([CH2:17][Si:18]([CH3:19])([CH3:20])[CH3:21])[C:6]=1[CH2:4][OH:3]. The yield is 0.260. (3) The reactants are [CH3:1][O:2][C:3]1[CH:12]=[CH:11][CH:10]=[C:9]2[C:4]=1[CH2:5][CH:6]([NH2:13])[CH2:7][O:8]2.[CH3:14][C:15]([CH3:17])=O.C(O)(=O)C.C([BH3-])#N.[Na+]. The catalyst is CO.CCCCCC.CCOC(C)=O. The product is [CH:15]([NH:13][CH:6]1[CH2:5][C:4]2[C:9](=[CH:10][CH:11]=[CH:12][C:3]=2[O:2][CH3:1])[O:8][CH2:7]1)([CH3:17])[CH3:14]. The yield is 0.860.